From a dataset of Full USPTO retrosynthesis dataset with 1.9M reactions from patents (1976-2016). Predict the reactants needed to synthesize the given product. (1) Given the product [Cl:20][C:12]1[CH:13]=[CH:14][C:15]2[N:16]([CH2:28][C:29]([O:31][C:32]([CH3:35])([CH3:34])[CH3:33])=[O:30])[N:17]=[N:18][C:19]=2[C:11]=1[O:10][C:8]1[CH:7]=[C:4]([C:5]#[N:6])[CH:3]=[C:2]([Cl:1])[CH:9]=1, predict the reactants needed to synthesize it. The reactants are: [Cl:1][C:2]1[CH:3]=[C:4]([CH:7]=[C:8]([O:10][C:11]2[C:19]3[N:18]=[N:17][NH:16][C:15]=3[CH:14]=[CH:13][C:12]=2[Cl:20])[CH:9]=1)[C:5]#[N:6].C(=O)([O-])[O-].[Cs+].[Cs+].Br[CH2:28][C:29]([O:31][C:32]([CH3:35])([CH3:34])[CH3:33])=[O:30]. (2) Given the product [ClH:35].[CH3:34][N:2]([CH3:1])[CH2:3][CH2:4][CH2:5][C:6]1[CH:7]=[C:8]([NH:13][C:14]2[N:15]=[CH:16][C:17]3[CH2:18][C:19](=[S:33])[NH:20][C:21]4[CH:28]=[C:27]([C:29]([F:32])([F:31])[F:30])[CH:26]=[CH:25][C:22]=4[C:23]=3[N:24]=2)[C:9]([CH3:12])=[N:10][CH:11]=1, predict the reactants needed to synthesize it. The reactants are: [CH3:1][N:2]([CH3:34])[CH2:3][CH2:4][CH2:5][C:6]1[CH:7]=[C:8]([NH:13][C:14]2[N:15]=[CH:16][C:17]3[CH2:18][C:19](=[S:33])[NH:20][C:21]4[CH:28]=[C:27]([C:29]([F:32])([F:31])[F:30])[CH:26]=[CH:25][C:22]=4[C:23]=3[N:24]=2)[C:9]([CH3:12])=[N:10][CH:11]=1.[ClH:35]. (3) Given the product [Cl:1][C:2]1[C:3]([N:26]2[CH:29]=[CH:33][CH:32]=[CH:31]2)=[C:4]2[NH:10][C:9]([C:11]3[CH:16]=[CH:15][C:14]([O:17][CH2:18][CH2:19][N:20]4[CH2:21][CH2:22][O:23][CH2:24][CH2:25]4)=[CH:13][CH:12]=3)=[N:8][C:5]2=[N:6][CH:7]=1, predict the reactants needed to synthesize it. The reactants are: [Cl:1][C:2]1[C:3]([NH2:26])=[C:4]2[NH:10][C:9]([C:11]3[CH:16]=[CH:15][C:14]([O:17][CH2:18][CH2:19][N:20]4[CH2:25][CH2:24][O:23][CH2:22][CH2:21]4)=[CH:13][CH:12]=3)=[N:8][C:5]2=[N:6][CH:7]=1.CO[CH:29]1[CH2:33][CH2:32][CH:31](OC)O1.